This data is from Reaction yield outcomes from USPTO patents with 853,638 reactions. The task is: Predict the reaction yield, written as a fraction of the theoretical maximum amount of product (1.0 means a 100% yield; for example, 0.34 means a 34% yield). (1) The reactants are C(C1COC(=O)N1[C:14](=[O:46])[CH:15]([C:20]1[CH:21]=[C:22]([C:36]2[CH:41]=[CH:40][C:39]([C:42]([F:45])([F:44])[F:43])=[CH:38][CH:37]=2)[CH:23]=[C:24]([O:26][CH2:27][C:28]2[CH:33]=[C:32]([F:34])[CH:31]=[C:30]([F:35])[CH:29]=2)[CH:25]=1)[CH2:16][CH:17]([CH3:19])[CH3:18])C1C=CC=CC=1.O[Li].O.OO.[O-:52]S([O-])=O.[Na+].[Na+]. The catalyst is C1COCC1.O. The product is [F:34][C:32]1[CH:33]=[C:28]([CH:29]=[C:30]([F:35])[CH:31]=1)[CH2:27][O:26][C:24]1[CH:25]=[C:20]([C@H:15]([CH2:16][CH:17]([CH3:19])[CH3:18])[C:14]([OH:46])=[O:52])[CH:21]=[C:22]([C:36]2[CH:41]=[CH:40][C:39]([C:42]([F:44])([F:43])[F:45])=[CH:38][CH:37]=2)[CH:23]=1. The yield is 0.920. (2) The reactants are C[O:2][C:3]1[C:8]([CH2:9][NH:10]C(=O)OC(C)(C)C)=[C:7]([O:18][CH3:19])[CH:6]=[C:5]([CH3:20])[N:4]=1. The catalyst is Cl.O.CCO. The product is [NH2:10][CH2:9][C:8]1[C:3]([OH:2])=[N:4][C:5]([CH3:20])=[CH:6][C:7]=1[O:18][CH3:19]. The yield is 0.630. (3) The reactants are [Na].F[C:3]1[N:8]=[C:7]([C:9]2([C:13]#[N:14])[CH2:12][CH2:11][CH2:10]2)[CH:6]=[CH:5][CH:4]=1.[CH3:15][OH:16]. No catalyst specified. The product is [CH3:15][O:16][C:3]1[N:8]=[C:7]([C:9]2([C:13]#[N:14])[CH2:12][CH2:11][CH2:10]2)[CH:6]=[CH:5][CH:4]=1. The yield is 0.970. (4) The reactants are [NH2:1][CH:2]([C:7]1[CH:12]=[CH:11][CH:10]=[C:9]([Br:13])[CH:8]=1)[CH2:3][C:4]([OH:6])=[O:5].[CH3:14][Si](C=[N+]=[N-])(C)C. No catalyst specified. The product is [CH3:14][O:5][C:4](=[O:6])[CH2:3][CH:2]([NH2:1])[C:7]1[CH:12]=[CH:11][CH:10]=[C:9]([Br:13])[CH:8]=1. The yield is 0.950. (5) The reactants are [C:1]([C:4]1[CH:5]=[C:6]([Cl:21])[C:7]([CH3:20])=[C:8]([C:18]#[N:19])[C:9]=1[C:10]1[CH:15]=[C:14]([F:16])[CH:13]=[C:12]([F:17])[CH:11]=1)(=[O:3])[CH3:2].[OH-:22].[K+].Cl. The catalyst is C(O)C. The product is [C:1]([C:4]1[CH:5]=[C:6]([Cl:21])[C:7]([CH3:20])=[C:8]([C:18]([NH2:19])=[O:22])[C:9]=1[C:10]1[CH:11]=[C:12]([F:17])[CH:13]=[C:14]([F:16])[CH:15]=1)(=[O:3])[CH3:2]. The yield is 0.290.